From a dataset of TCR-epitope binding with 47,182 pairs between 192 epitopes and 23,139 TCRs. Binary Classification. Given a T-cell receptor sequence (or CDR3 region) and an epitope sequence, predict whether binding occurs between them. (1) The epitope is TVYDPLQPELDSFK. The TCR CDR3 sequence is CASSYQFRTGKYEQYF. Result: 0 (the TCR does not bind to the epitope). (2) The TCR CDR3 sequence is CASMGTGFDGYTF. Result: 1 (the TCR binds to the epitope). The epitope is RAKFKQLL. (3) The epitope is GTITSGWTF. The TCR CDR3 sequence is CASSQEGSGDLYNEQFF. Result: 0 (the TCR does not bind to the epitope). (4) The epitope is SEISMDNSPNL. The TCR CDR3 sequence is CASSQDGSASYNEQFF. Result: 1 (the TCR binds to the epitope). (5) The epitope is KLMNIQQKL. The TCR CDR3 sequence is CASSYYSGGSSYNEQFF. Result: 0 (the TCR does not bind to the epitope). (6) Result: 1 (the TCR binds to the epitope). The epitope is TSDLATNNLVVMAY. The TCR CDR3 sequence is CSVVVAEAFF. (7) The epitope is FLNGSCGSV. The TCR CDR3 sequence is CASSYSQGIYGYTF. Result: 1 (the TCR binds to the epitope). (8) The epitope is EEHVQIHTI. The TCR CDR3 sequence is CASSLTYRDGYTF. Result: 0 (the TCR does not bind to the epitope). (9) The epitope is FLNGSCGSV. The TCR CDR3 sequence is CASSPNHRDPSNYGYTF. Result: 1 (the TCR binds to the epitope).